Regression/Classification. Given a drug SMILES string, predict its absorption, distribution, metabolism, or excretion properties. Task type varies by dataset: regression for continuous measurements (e.g., permeability, clearance, half-life) or binary classification for categorical outcomes (e.g., BBB penetration, CYP inhibition). For this dataset (clearance_microsome_az), we predict log10(clearance) (log10 of the in vitro intrinsic clearance, CLint, in uL/min per mg of human liver microsomal protein, equivalently mL/min/g; values are censored to the assay range of 3 to 150, which is 0.477 to 2.18 on this log10 scale). From a dataset of Microsomal clearance measurements from AstraZeneca. (1) The molecule is Cc1ccc(F)cc1S(=O)(=O)N[C@@H]1CCN(Cc2ccc(-c3ccccc3)cc2)C1. The log10(clearance) is 2.16. (2) The compound is CNC(=O)c1cccc2c1c(Sc1ccc(Cl)cc1)c(C)n2CC(=O)O. The log10(clearance) is 0.480. (3) The molecule is Cc1ccccc1CCOCCCS(=O)(=O)CCNCCc1ccc(O)c2nc(O)sc12. The log10(clearance) is 2.18. (4) The molecule is COc1cccc2c(-c3c(C)n(CC(=O)O)c4ccc(C)cc34)ccnc12. The log10(clearance) is 0.700. (5) The drug is CCN(C(=O)NCc1c(F)cccc1F)C1CCN(CCC(c2ccccc2)c2ccccc2)CC1. The log10(clearance) is 0.780. (6) The drug is COCCNCc1ccc(-c2cc(C(N)=O)c(NC(N)=O)s2)cc1. The log10(clearance) is 0.480. (7) The molecule is Nc1nccc(-n2ccc3ccccc32)n1. The log10(clearance) is 2.05. (8) The log10(clearance) is 0.480. The drug is O=C(Nc1ccc(S(=O)(=O)N2CCOCC2)cc1)c1cc(Cl)ccc1NS(=O)(=O)c1ccc(Cl)s1.